Dataset: Full USPTO retrosynthesis dataset with 1.9M reactions from patents (1976-2016). Task: Predict the reactants needed to synthesize the given product. Given the product [Br:10][C:11]1[CH:12]=[C:13]2[N:17]=[CH:7][C:4]3([CH2:5][CH2:6][S:1][CH2:2][CH2:3]3)[C:14]2=[CH:15][CH:16]=1, predict the reactants needed to synthesize it. The reactants are: [S:1]1[CH2:6][CH2:5][CH:4]([CH:7]=O)[CH2:3][CH2:2]1.Cl.[Br:10][C:11]1[CH:12]=[C:13]([NH:17]N)[CH:14]=[CH:15][CH:16]=1.C(O)(C(F)(F)F)=O.N.O.